From a dataset of Forward reaction prediction with 1.9M reactions from USPTO patents (1976-2016). Predict the product of the given reaction. (1) Given the reactants B(Br)(Br)Br.[Cl:5][C:6]1[CH:37]=[CH:36][C:9]([O:10][CH:11]2[CH2:14][N:13]([C:15]([CH3:35])([CH3:34])[CH2:16][CH2:17][C:18]([C:28]3[CH:33]=[CH:32][CH:31]=[CH:30][CH:29]=3)([C:22]3[CH:27]=[CH:26][CH:25]=[CH:24][CH:23]=3)[C:19]([NH2:21])=[O:20])[CH2:12]2)=[CH:8][C:7]=1[O:38]C, predict the reaction product. The product is: [Cl:5][C:6]1[CH:37]=[CH:36][C:9]([O:10][CH:11]2[CH2:12][N:13]([C:15]([CH3:34])([CH3:35])[CH2:16][CH2:17][C:18]([C:28]3[CH:33]=[CH:32][CH:31]=[CH:30][CH:29]=3)([C:22]3[CH:27]=[CH:26][CH:25]=[CH:24][CH:23]=3)[C:19]([NH2:21])=[O:20])[CH2:14]2)=[CH:8][C:7]=1[OH:38]. (2) Given the reactants Br[C:2]1[CH:11]=[C:10]2[C:5]([CH:6]=[N:7][N:8]([CH2:13][C:14]3[CH:19]=[C:18]([F:20])[C:17]([OH:21])=[C:16]([F:22])[CH:15]=3)[C:9]2=[O:12])=[CH:4][CH:3]=1.[CH2:23]([CH:26]1[CH:30]=[N:29][N:28]=[N:27]1)[C:24]#[CH:25].C(N(CC)CC)C, predict the reaction product. The product is: [F:22][C:16]1[CH:15]=[C:14]([CH:19]=[C:18]([F:20])[C:17]=1[OH:21])[CH2:13][N:8]1[N:7]=[CH:6][C:5]2[C:10](=[CH:11][C:2]([C:25]#[C:24][CH2:23][CH:26]3[CH:30]=[N:29][N:28]=[N:27]3)=[CH:3][CH:4]=2)[C:9]1=[O:12]. (3) Given the reactants [CH2:1]([O:8][C:9]([N:11]1[CH2:16][CH2:15][CH:14]([C:17]2[CH:18]=[C:19]([CH2:23][CH:24]=[O:25])[CH:20]=[CH:21][CH:22]=2)[CH2:13][CH2:12]1)=[O:10])[C:2]1[CH:7]=[CH:6][CH:5]=[CH:4][CH:3]=1.P([O-])(O)(O)=[O:27].[Na+].Cl([O-])=O.[Na+], predict the reaction product. The product is: [CH2:1]([O:8][C:9]([N:11]1[CH2:12][CH2:13][CH:14]([C:17]2[CH:18]=[C:19]([CH2:23][C:24]([OH:27])=[O:25])[CH:20]=[CH:21][CH:22]=2)[CH2:15][CH2:16]1)=[O:10])[C:2]1[CH:7]=[CH:6][CH:5]=[CH:4][CH:3]=1. (4) Given the reactants [OH:1][C:2]1[CH:12]=[CH:11][C:5]([C:6]([O:8]CC)=[O:7])=[CH:4][CH:3]=1.Br[CH2:14][CH2:15][CH2:16][CH2:17][O:18][CH2:19][C:20]1([CH2:24][CH3:25])[CH2:23][O:22][CH2:21]1, predict the reaction product. The product is: [CH2:24]([C:20]1([CH2:19][O:18][CH2:17][CH2:16][CH2:15][CH2:14][O:1][C:2]2[CH:3]=[CH:4][C:5]([C:6]([OH:8])=[O:7])=[CH:11][CH:12]=2)[CH2:21][O:22][CH2:23]1)[CH3:25]. (5) The product is: [CH3:42][S:39]([C:36]1[CH:35]=[CH:34][C:33]([C:32]#[C:31][C:18]2[CH:17]=[C:16]([C:15]#[C:14][CH2:13][O:12][C:9]3[CH:10]=[CH:11][C:6]([O:5][CH2:4][C:3]([OH:44])=[O:2])=[C:7]([CH3:43])[CH:8]=3)[CH:21]=[C:20]([C:22]#[C:23][CH2:24][N:25]3[CH2:26][CH2:27][O:28][CH2:29][CH2:30]3)[CH:19]=2)=[CH:38][CH:37]=1)(=[O:40])=[O:41]. Given the reactants C[O:2][C:3](=[O:44])[CH2:4][O:5][C:6]1[CH:11]=[CH:10][C:9]([O:12][CH2:13][C:14]#[C:15][C:16]2[CH:21]=[C:20]([C:22]#[C:23][CH2:24][N:25]3[CH2:30][CH2:29][O:28][CH2:27][CH2:26]3)[CH:19]=[C:18]([C:31]#[C:32][C:33]3[CH:38]=[CH:37][C:36]([S:39]([CH3:42])(=[O:41])=[O:40])=[CH:35][CH:34]=3)[CH:17]=2)=[CH:8][C:7]=1[CH3:43].[Li+].[OH-].O.Cl, predict the reaction product. (6) Given the reactants Cl.[NH2:2][C@@H:3]([CH2:8][C:9]([F:12])([F:11])[CH3:10])[C:4]([O:6][CH3:7])=[O:5].N1C=CC=CC=1.[C:19](Cl)(Cl)=[O:20], predict the reaction product. The product is: [F:12][C:9]([F:11])([CH3:10])[CH2:8][C@H:3]([N:2]=[C:19]=[O:20])[C:4]([O:6][CH3:7])=[O:5]. (7) Given the reactants C(OC(=O)[NH:7][C@H:8]([C:23]1[NH:27][N:26]=[N:25][N:24]=1)[CH2:9][C:10]1[CH:15]=[CH:14][C:13]([C:16]2[CH:21]=[CH:20][CH:19]=[C:18]([CH3:22])[CH:17]=2)=[CH:12][CH:11]=1)(C)(C)C.[ClH:29], predict the reaction product. The product is: [ClH:29].[CH3:22][C:18]1[CH:17]=[C:16]([C:13]2[CH:12]=[CH:11][C:10]([CH2:9][C@H:8]([NH2:7])[C:23]3[NH:27][N:26]=[N:25][N:24]=3)=[CH:15][CH:14]=2)[CH:21]=[CH:20][CH:19]=1. (8) Given the reactants [Br:1][C:2]1[CH:7]=[CH:6][C:5]([C:8](=[O:24])[CH2:9][C:10]([C:16]2[CH:21]=[C:20]([Cl:22])[CH:19]=[C:18]([Cl:23])[CH:17]=2)(O)[C:11]([F:14])([F:13])[F:12])=[CH:4][C:3]=1[CH3:25].C1(C)C=CC=CC=1.C(OC(=O)C)(=O)C.Cl, predict the reaction product. The product is: [Br:1][C:2]1[CH:7]=[CH:6][C:5]([C:8](=[O:24])[CH:9]=[C:10]([C:16]2[CH:17]=[C:18]([Cl:23])[CH:19]=[C:20]([Cl:22])[CH:21]=2)[C:11]([F:13])([F:14])[F:12])=[CH:4][C:3]=1[CH3:25]. (9) Given the reactants [Cl:1][C:2]1[N:3]=[C:4]2[C:10]3[CH:11]=[CH:12][CH:13]=[CH:14][C:9]=3[NH:8][C:7]3[N:15]=[CH:16][CH:17]=[CH:18][C:6]=3[N:5]2[C:19]=1[C:20]1[CH:25]=[CH:24][C:23]([C:26]2([NH:30]C(=O)OC(C)(C)C)[CH2:29][CH2:28][CH2:27]2)=[CH:22][CH:21]=1.[ClH:38].O1CCOCC1, predict the reaction product. The product is: [ClH:1].[ClH:38].[ClH:1].[Cl:1][C:2]1[N:3]=[C:4]2[C:10]3[CH:11]=[CH:12][CH:13]=[CH:14][C:9]=3[NH:8][C:7]3[N:15]=[CH:16][CH:17]=[CH:18][C:6]=3[N:5]2[C:19]=1[C:20]1[CH:21]=[CH:22][C:23]([C:26]2([NH2:30])[CH2:29][CH2:28][CH2:27]2)=[CH:24][CH:25]=1.